This data is from Reaction yield outcomes from USPTO patents with 853,638 reactions. The task is: Predict the reaction yield, written as a fraction of the theoretical maximum amount of product (1.0 means a 100% yield; for example, 0.34 means a 34% yield). (1) The reactants are [F:1][C:2]([F:34])([F:33])[C:3]1[CH:4]=[C:5]([CH:26]=[C:27]([C:29]([F:32])([F:31])[F:30])[CH:28]=1)[C:6]([N:8]1[CH2:25][CH2:24][C:11]2([N:15]([C:16]3[CH:21]=[CH:20][CH:19]=[CH:18][CH:17]=3)[CH:14]([CH3:22])[NH:13][C:12]2=[O:23])[CH2:10][CH2:9]1)=[O:7].[H-].[Na+].[Cl-].ClC[C:40]1[CH:41]=[NH+:42][CH:43]=[CH:44][CH:45]=1.O.[CH3:47]N(C)C=O. No catalyst specified. The product is [F:34][C:2]([F:1])([F:33])[C:3]1[CH:4]=[C:5]([CH:26]=[C:27]([C:29]([F:32])([F:31])[F:30])[CH:28]=1)[C:6]([N:8]1[CH2:9][CH2:10][C:11]2([N:15]([C:16]3[CH:17]=[CH:18][CH:19]=[CH:20][CH:21]=3)[C:14]([CH3:47])([CH3:22])[N:13]([C:40]3[CH:41]=[N:42][CH:43]=[CH:44][CH:45]=3)[C:12]2=[O:23])[CH2:24][CH2:25]1)=[O:7]. The yield is 0.930. (2) The product is [OH:34][CH2:35][C:36]1[CH:41]=[CH:40][C:39]([C:2]2[CH:7]=[CH:6][CH:5]=[C:4]([S:8]([C:11]3[CH:12]=[C:13]4[C:18](=[C:19]([CH3:21])[CH:20]=3)[N:17]=[CH:16][C:15]([C:22]([NH2:24])=[O:23])=[C:14]4[NH:25][C:26]3[CH:31]=[CH:30][CH:29]=[C:28]([O:32][CH3:33])[CH:27]=3)(=[O:10])=[O:9])[CH:3]=2)=[CH:38][CH:37]=1. The catalyst is COCCOC.Cl[Pd](Cl)([P](C1C=CC=CC=1)(C1C=CC=CC=1)C1C=CC=CC=1)[P](C1C=CC=CC=1)(C1C=CC=CC=1)C1C=CC=CC=1. The reactants are Br[C:2]1[CH:3]=[C:4]([S:8]([C:11]2[CH:12]=[C:13]3[C:18](=[C:19]([CH3:21])[CH:20]=2)[N:17]=[CH:16][C:15]([C:22]([NH2:24])=[O:23])=[C:14]3[NH:25][C:26]2[CH:31]=[CH:30][CH:29]=[C:28]([O:32][CH3:33])[CH:27]=2)(=[O:10])=[O:9])[CH:5]=[CH:6][CH:7]=1.[OH:34][CH2:35][C:36]1[CH:41]=[CH:40][C:39](B(O)O)=[CH:38][CH:37]=1.C([O-])([O-])=O.[Na+].[Na+].C(Cl)(Cl)Cl. The yield is 0.680.